Dataset: Full USPTO retrosynthesis dataset with 1.9M reactions from patents (1976-2016). Task: Predict the reactants needed to synthesize the given product. (1) Given the product [NH2:24][C:3]1[C:2]([F:1])=[CH:22][C:21]([F:23])=[CH:20][C:4]=1[NH:5][C:6]1[S:10][C:9]2[CH:11]=[CH:12][CH:13]=[CH:14][C:8]=2[C:7]=1[C:15]([O:17][CH2:18][CH3:19])=[O:16], predict the reactants needed to synthesize it. The reactants are: [F:1][C:2]1[C:3]([N+:24]([O-])=O)=[C:4]([CH:20]=[C:21]([F:23])[CH:22]=1)[NH:5][C:6]1[S:10][C:9]2[CH:11]=[CH:12][CH:13]=[CH:14][C:8]=2[C:7]=1[C:15]([O:17][CH2:18][CH3:19])=[O:16].[H][H]. (2) Given the product [N:35]1[C:36]2[C:41](=[CH:40][CH:39]=[CH:38][CH:37]=2)[N:42]=[CH:43][C:34]=1[N:29]1[CH2:30][CH2:31][C:26]2([N:21]([CH2:20][C:15]3[CH:16]=[CH:17][CH:18]=[C:19]4[C:14]=3[CH:13]=[CH:12][N:11]4[S:1]([C:4]3[CH:5]=[CH:6][C:7]([CH3:8])=[CH:9][CH:10]=3)(=[O:2])=[O:3])[C:22](=[O:32])[CH2:23][CH2:24][CH2:25]2)[CH2:27][CH2:28]1, predict the reactants needed to synthesize it. The reactants are: [S:1]([N:11]1[C:19]2[C:14](=[C:15]([CH2:20][N:21]3[C:26]4([CH2:31][CH2:30][NH:29][CH2:28][CH2:27]4)[CH2:25][CH2:24][CH2:23][C:22]3=[O:32])[CH:16]=[CH:17][CH:18]=2)[CH:13]=[CH:12]1)([C:4]1[CH:10]=[CH:9][C:7]([CH3:8])=[CH:6][CH:5]=1)(=[O:3])=[O:2].Cl[C:34]1[CH:43]=[N:42][C:41]2[C:36](=[CH:37][CH:38]=[CH:39][CH:40]=2)[N:35]=1.C([O-])([O-])=O.[K+].[K+]. (3) Given the product [OH:43][CH2:42][C@@H:38]1[CH2:39][CH2:40][CH2:41][N:37]1[CH:34]1[CH2:33][CH2:32][N:31]([CH:11]=[O:15])[CH2:36][CH2:35]1, predict the reactants needed to synthesize it. The reactants are: C1(C2N(C3C=CC=[C:11]([O:15]C(F)(F)F)C=3)N=C(C3C=CN=CC=3)C=2C(O)=O)CC1.Cl.Cl.[NH:31]1[CH2:36][CH2:35][CH:34]([N:37]2[CH2:41][CH2:40][CH2:39][C@H:38]2[CH2:42][OH:43])[CH2:33][CH2:32]1.